Predict the product of the given reaction. From a dataset of Forward reaction prediction with 1.9M reactions from USPTO patents (1976-2016). (1) Given the reactants Br[C:2]1[CH2:6][CH2:5][C:4](=[O:7])[C:3]=1[CH3:8].CC1(C)C(C)(C)OB([C:17]2[CH:18]=[C:19]3[C:23](=[CH:24][CH:25]=2)[NH:22][CH:21]=[CH:20]3)O1, predict the reaction product. The product is: [NH:22]1[C:23]2[C:19](=[CH:18][C:17]([C:2]3[CH2:6][CH2:5][C:4](=[O:7])[C:3]=3[CH3:8])=[CH:25][CH:24]=2)[CH:20]=[CH:21]1. (2) Given the reactants C1COCC1.[BH4-].[Na+].[C:8]([NH:27][C@H:28]([C@H:34]([OH:50])[CH2:35][CH2:36][CH2:37][CH2:38][CH2:39][CH2:40][CH2:41][CH2:42][CH2:43][CH2:44][CH2:45][CH2:46][CH2:47][CH2:48][CH3:49])[C:29](OCC)=[O:30])(=[O:26])[CH2:9][CH2:10][CH2:11][CH2:12][CH2:13][CH2:14][CH2:15][CH2:16][CH2:17][CH2:18][CH2:19][CH2:20][CH2:21][CH2:22][CH2:23][CH2:24][CH3:25].C(OCC)(=O)C, predict the reaction product. The product is: [C:8]([NH:27][C@H:28]([C@H:34]([OH:50])[CH2:35][CH2:36][CH2:37][CH2:38][CH2:39][CH2:40][CH2:41][CH2:42][CH2:43][CH2:44][CH2:45][CH2:46][CH2:47][CH2:48][CH3:49])[CH2:29][OH:30])(=[O:26])[CH2:9][CH2:10][CH2:11][CH2:12][CH2:13][CH2:14][CH2:15][CH2:16][CH2:17][CH2:18][CH2:19][CH2:20][CH2:21][CH2:22][CH2:23][CH2:24][CH3:25]. (3) Given the reactants [CH2:1]([O:3][C:4]1[CH:13]=[C:12]2[C:7]([C:8]([C:14]([C:16]3[CH:21]=[C:20]([O:22][CH3:23])[C:19]([O:24][CH3:25])=[C:18]([O:26][CH3:27])[CH:17]=3)=[O:15])=[CH:9][N:10]=[CH:11]2)=[CH:6][CH:5]=1)[CH3:2].[BH4-].[Na+], predict the reaction product. The product is: [CH2:1]([O:3][C:4]1[CH:13]=[C:12]2[C:7]([C:8]([CH:14]([C:16]3[CH:21]=[C:20]([O:22][CH3:23])[C:19]([O:24][CH3:25])=[C:18]([O:26][CH3:27])[CH:17]=3)[OH:15])=[CH:9][N:10]=[CH:11]2)=[CH:6][CH:5]=1)[CH3:2]. (4) Given the reactants C(N(CC)CC)C.Cl.CN(C)C.[CH3:13][C:14]1[CH:19]=[CH:18][C:17]([S:20](Cl)(=[O:22])=[O:21])=[CH:16][CH:15]=1.[Cl:24][C:25]1[CH:26]=[C:27]([C:37]([C:39]2[CH:44]=[CH:43][C:42]([Cl:45])=[C:41]([O:46][CH3:47])[N:40]=2)=[O:38])[CH:28]=[CH:29][C:30]=1[O:31][CH2:32][CH2:33][CH2:34][CH2:35][OH:36], predict the reaction product. The product is: [CH3:13][C:14]1[CH:19]=[CH:18][C:17]([S:20]([O:36][CH2:35][CH2:34][CH2:33][CH2:32][O:31][C:30]2[CH:29]=[CH:28][C:27]([C:37]([C:39]3[CH:44]=[CH:43][C:42]([Cl:45])=[C:41]([O:46][CH3:47])[N:40]=3)=[O:38])=[CH:26][C:25]=2[Cl:24])(=[O:22])=[O:21])=[CH:16][CH:15]=1. (5) Given the reactants [CH2:1]([C:3]1[CH:8]=[CH:7][C:6]([O:9][CH3:10])=[CH:5][C:4]=1[CH2:11][CH2:12][OH:13])[CH3:2].N1C=CN=C1.[Si:19](Cl)([C:22]([CH3:25])([CH3:24])[CH3:23])([CH3:21])[CH3:20].C(OCC)(=O)C, predict the reaction product. The product is: [C:22]([Si:19]([O:13][CH2:12][CH2:11][C:4]1[CH:5]=[C:6]([O:9][CH3:10])[CH:7]=[CH:8][C:3]=1[CH2:1][CH3:2])([CH3:21])[CH3:20])([CH3:25])([CH3:24])[CH3:23]. (6) Given the reactants [N:1]1[CH:6]=[CH:5][CH:4]=[C:3]([CH:7]=O)[CH:2]=1.[C:9]([O:16][C:17]([CH3:20])([CH3:19])[CH3:18])(=[O:15])[CH2:10][C:11]([O:13][CH3:14])=[O:12].N1CCCCC1.C(O)(=O)C1C=CC=CC=1, predict the reaction product. The product is: [CH3:14][O:13][C:11](=[O:12])[C:10](=[CH:7][C:3]1[CH:2]=[N:1][CH:6]=[CH:5][CH:4]=1)[C:9]([O:16][C:17]([CH3:19])([CH3:18])[CH3:20])=[O:15]. (7) Given the reactants [NH2:1][C:2]([NH2:4])=[O:3].N[C:6]1[CH:10]=[CH:9][S:8][C:7]=1[C:11](OC)=[O:12], predict the reaction product. The product is: [NH:1]1[C:6]2[CH:10]=[CH:9][S:8][C:7]=2[C:11](=[O:12])[NH:4][C:2]1=[O:3].